Dataset: Forward reaction prediction with 1.9M reactions from USPTO patents (1976-2016). Task: Predict the product of the given reaction. Given the reactants [Br:1][C:2]1[CH:7]=[CH:6][C:5](I)=[CH:4][C:3]=1[O:9][CH3:10].C([Li])CCC.[O:16]1[CH2:19][C:18](=[O:20])[CH2:17]1, predict the reaction product. The product is: [Br:1][C:2]1[CH:7]=[CH:6][C:5]([C:18]2([OH:20])[CH2:19][O:16][CH2:17]2)=[CH:4][C:3]=1[O:9][CH3:10].